Dataset: Forward reaction prediction with 1.9M reactions from USPTO patents (1976-2016). Task: Predict the product of the given reaction. (1) Given the reactants [Cl:1][C:2]1[C:3]([C:13]2[CH:18]=[C:17]([Cl:19])[CH:16]=[CH:15][C:14]=2[O:20][CH:21]([F:23])[F:22])=[CH:4][C:5](=[O:12])[N:6]([CH2:8][C:9](O)=[O:10])[CH:7]=1.[NH2:24][C:25]1[CH:26]=[CH:27][C:28]2[N:29]([CH:31]=[C:32]([C:34]([O:36][CH2:37][CH3:38])=[O:35])[N:33]=2)[CH:30]=1, predict the reaction product. The product is: [Cl:1][C:2]1[C:3]([C:13]2[CH:18]=[C:17]([Cl:19])[CH:16]=[CH:15][C:14]=2[O:20][CH:21]([F:22])[F:23])=[CH:4][C:5](=[O:12])[N:6]([CH2:8][C:9]([NH:24][C:25]2[CH:26]=[CH:27][C:28]3[N:29]([CH:31]=[C:32]([C:34]([O:36][CH2:37][CH3:38])=[O:35])[N:33]=3)[CH:30]=2)=[O:10])[CH:7]=1. (2) Given the reactants [OH:1][C:2]1[CH:3]=[C:4]([CH2:9][C@H:10]([NH:14][C:15](=[O:28])[C@@H:16]([NH:18][C:19](=[O:27])[CH2:20][N:21]2[CH2:26][CH2:25][O:24][CH2:23][CH2:22]2)[CH3:17])[C:11](O)=[O:12])[CH:5]=[CH:6][C:7]=1[CH3:8].[NH2:29][C@@H:30]([CH2:37][CH:38]1[CH2:42][CH2:41][CH2:40][CH2:39]1)[C:31]([C@@:33]1([CH3:36])[CH2:35][O:34]1)=[O:32].CN(C(ON1N=NC2C=CC=NC1=2)=[N+](C)C)C.F[P-](F)(F)(F)(F)F.CCN(C(C)C)C(C)C, predict the reaction product. The product is: [CH:38]1([CH2:37][C@H:30]([NH:29][C:11](=[O:12])[C@@H:10]([NH:14][C:15](=[O:28])[C@@H:16]([NH:18][C:19](=[O:27])[CH2:20][N:21]2[CH2:26][CH2:25][O:24][CH2:23][CH2:22]2)[CH3:17])[CH2:9][C:4]2[CH:5]=[CH:6][C:7]([CH3:8])=[C:2]([OH:1])[CH:3]=2)[C:31]([C@@:33]2([CH3:36])[CH2:35][O:34]2)=[O:32])[CH2:42][CH2:41][CH2:40][CH2:39]1. (3) Given the reactants [C:1]([O:5][C:6](=[O:29])[NH:7][C@@H:8]1[C@@H:13]([OH:14])[C@H:12]([CH2:15][C:16]2[CH:21]=[C:20](F)[C:19]([N+:23]([O-:25])=[O:24])=[C:18]([F:26])[CH:17]=2)[CH2:11][S:10](=[O:28])(=[O:27])[CH2:9]1)([CH3:4])([CH3:3])[CH3:2].[CH3:30][CH2:31][OH:32].[OH-].[K+], predict the reaction product. The product is: [C:1]([O:5][C:6](=[O:29])[NH:7][C@@H:8]1[C@@H:13]([OH:14])[C@H:12]([CH2:15][C:16]2[CH:17]=[C:18]([F:26])[C:19]([N+:23]([O-:25])=[O:24])=[C:20]([O:32][CH2:31][CH3:30])[CH:21]=2)[CH2:11][S:10](=[O:27])(=[O:28])[CH2:9]1)([CH3:3])([CH3:4])[CH3:2]. (4) Given the reactants [CH2:1]1[C@@H:5]([OH:6])[C@H:4](/[CH:7]=[CH:8]/[C@@H:9]([OH:22])[CH2:10][O:11][C:12]2[CH:17]=[C:16]([C:18]([F:21])([F:20])[F:19])[CH:15]=[CH:14][CH:13]=2)[C@@H:3]([CH2:23]/[CH:24]=[CH:25]\[CH2:26][CH2:27][CH2:28][C:29]([OH:31])=[O:30])[C@H:2]1[OH:32].[NH2:33][C@H:34]([C:43]([OH:45])=[O:44])[CH2:35][CH2:36][CH2:37][CH2:38][NH:39][C:40]([NH2:42])=[NH:41], predict the reaction product. The product is: [CH3:35][CH:34]([O:30][C:29]([CH2:28][CH2:27][CH2:26]/[CH:25]=[CH:24]\[CH2:23][C@@H:3]1[C@@H:4](/[CH:7]=[CH:8]/[C@@H:9]([OH:22])[CH2:10][O:11][C:12]2[CH:13]=[CH:14][CH:15]=[C:16]([C:18]([F:21])([F:20])[F:19])[CH:17]=2)[C@H:5]([OH:6])[CH2:1][C@@H:2]1[OH:32])=[O:31])[CH3:43].[NH2:33][C@H:34]([C:43]([OH:45])=[O:44])[CH2:35][CH2:36][CH2:37][CH2:38][NH:39][C:40]([NH2:42])=[NH:41]. (5) Given the reactants [Cl:1][C:2]1[N:3]=[C:4]([N:11]2[CH2:16][CH2:15][O:14][CH2:13][CH2:12]2)[C:5]2[CH:10]=[CH:9][NH:8][C:6]=2[N:7]=1.[N+:17]([C:20]1[CH:21]=[C:22]([CH:25]=[CH:26][CH:27]=1)[CH2:23]Br)([O-:19])=[O:18].C([O-])([O-])=O.[Cs+].[Cs+].O, predict the reaction product. The product is: [Cl:1][C:2]1[N:3]=[C:4]([N:11]2[CH2:16][CH2:15][O:14][CH2:13][CH2:12]2)[C:5]2[CH:10]=[CH:9][N:8]([CH2:23][C:22]3[CH:25]=[CH:26][CH:27]=[C:20]([N+:17]([O-:19])=[O:18])[CH:21]=3)[C:6]=2[N:7]=1.